Regression/Classification. Given a drug SMILES string, predict its absorption, distribution, metabolism, or excretion properties. Task type varies by dataset: regression for continuous measurements (e.g., permeability, clearance, half-life) or binary classification for categorical outcomes (e.g., BBB penetration, CYP inhibition). For this dataset (caco2_wang), we predict Y. From a dataset of Caco-2 cell permeability data measuring drug intestinal absorption for ~900 compounds. (1) The drug is COC(=O)c1c(Cl)cccc1-c1ccc([C@@H](C)NC(=O)C2(NC(=O)C(F)(F)F)CC2)c(F)c1. The Y is -4.47 log Papp (cm/s). (2) The compound is CNC(=N)c1cccc(CC(CC(=O)N2CCC(C(=O)O)CC2)NS(=O)(=O)c2ccc3ccccc3c2)c1. The Y is -7.15 log Papp (cm/s). (3) The Y is -5.12 log Papp (cm/s). The compound is C[C@H]1C[C@H]2[C@@H]3CC[C@](O)(C(=O)CO)[C@@]3(C)C[C@H](O)[C@@H]2[C@@]2(C)C=CC(=O)C=C12. (4) The compound is CC1CN(CCCNC(=O)[C@@H](Cc2ccccc2)NC(=O)C2(NC(=O)c3cc4ccccc4s3)CCCC2)CC(C)N1. The Y is -5.96 log Papp (cm/s). (5) The compound is C[C@@H]1CC[C@H]2[C@@H](C)[C@@H](OC(=O)CCC(=O)O)O[C@@H]3OC4(C)CC[C@@H]1[C@@]23OO4. The Y is -5.40 log Papp (cm/s). (6) The drug is CNC(=O)[C@@H](Cc1ccccc1)NC(=O)[C@@H](Cc1ccccc1)NC(=O)[C@@H](Cc1ccccc1)NC(C)=O. The Y is -5.38 log Papp (cm/s). (7) The compound is CC(C)c1c(C(=O)Nc2ccccc2)c(-c2ccccc2)c(-c2ccc(F)cc2)n1CC[C@@H](O)C[C@@H](O)CC(=O)O. The Y is -5.31 log Papp (cm/s).